Dataset: Peptide-MHC class II binding affinity with 134,281 pairs from IEDB. Task: Regression. Given a peptide amino acid sequence and an MHC pseudo amino acid sequence, predict their binding affinity value. This is MHC class II binding data. (1) The binding affinity (normalized) is 0.0976. The peptide sequence is RQHGSEEWEPLTKKG. The MHC is HLA-DPA10103-DPB10201 with pseudo-sequence HLA-DPA10103-DPB10201. (2) The peptide sequence is TPEAKFDSFVASLTE. The MHC is DRB1_0301 with pseudo-sequence DRB1_0301. The binding affinity (normalized) is 0.351. (3) The peptide sequence is APATPAAAGAEAGKA. The MHC is DRB3_0202 with pseudo-sequence DRB3_0202. The binding affinity (normalized) is 0.0113. (4) The peptide sequence is RDSFNNFDASIISKY. The MHC is H-2-IAb with pseudo-sequence H-2-IAb. The binding affinity (normalized) is 0.424. (5) The peptide sequence is AFKVAATAANANPAN. The MHC is DRB1_1001 with pseudo-sequence DRB1_1001. The binding affinity (normalized) is 0.857. (6) The peptide sequence is AEMETESWIVDRQWA. The MHC is DRB3_0301 with pseudo-sequence DRB3_0301. The binding affinity (normalized) is 0.168. (7) The peptide sequence is ASRELERFALNPSLL. The MHC is DRB1_1501 with pseudo-sequence DRB1_1501. The binding affinity (normalized) is 0.614. (8) The peptide sequence is AAASVPAADKFKTFE. The MHC is HLA-DQA10101-DQB10501 with pseudo-sequence HLA-DQA10101-DQB10501. The binding affinity (normalized) is 0.0601. (9) The peptide sequence is GRRREVLMRCVELAA. The MHC is H-2-IAd with pseudo-sequence H-2-IAd. The binding affinity (normalized) is 0.228. (10) The peptide sequence is KCRAPGGAKKPLRPR. The MHC is DRB1_0404 with pseudo-sequence DRB1_0404. The binding affinity (normalized) is 0.